From a dataset of Full USPTO retrosynthesis dataset with 1.9M reactions from patents (1976-2016). Predict the reactants needed to synthesize the given product. (1) Given the product [F:1][C:2]1[CH:7]=[C:6]([C:8]([OH:28])=[O:9])[CH:5]=[CH:4][C:3]=1[C:10]1[CH:15]=[CH:14][C:13]([C:16]2[CH:21]=[C:20]([F:22])[C:19]([F:23])=[C:18]([F:24])[CH:17]=2)=[C:12]([F:25])[CH:11]=1, predict the reactants needed to synthesize it. The reactants are: [F:1][C:2]1[CH:7]=[C:6]([CH:8]=[O:9])[CH:5]=[CH:4][C:3]=1[C:10]1[CH:15]=[CH:14][C:13]([C:16]2[CH:21]=[C:20]([F:22])[C:19]([F:23])=[C:18]([F:24])[CH:17]=2)=[C:12]([F:25])[CH:11]=1.CC(C)=[O:28].CC(C)=O.OS(O)(=O)=O.O=[Cr](=O)=O.C(=O)([O-])O.[Na+]. (2) Given the product [CH3:23][O:24][C:25]1[N:26]=[CH:27][C:28]([C:2]2[C:3]3[CH2:16][CH2:15][N:14]([C:17]4[CH:18]=[N:19][CH:20]=[CH:21][CH:22]=4)[C:4]=3[N:5]=[C:6]([N:8]3[CH2:13][CH2:12][O:11][CH2:10][CH2:9]3)[N:7]=2)=[CH:29][CH:30]=1, predict the reactants needed to synthesize it. The reactants are: Cl[C:2]1[C:3]2[CH2:16][CH2:15][N:14]([C:17]3[CH:18]=[N:19][CH:20]=[CH:21][CH:22]=3)[C:4]=2[N:5]=[C:6]([N:8]2[CH2:13][CH2:12][O:11][CH2:10][CH2:9]2)[N:7]=1.[CH3:23][O:24][C:25]1[CH:30]=[CH:29][C:28](B2OC(C)(C)C(C)(C)O2)=[CH:27][N:26]=1.COC1C=CC=C(OC)C=1C1C=CC=CC=1P(C1CCCCC1)C1CCCCC1.P([O-])([O-])([O-])=O.[K+].[K+].[K+]. (3) Given the product [N:15]([CH:35]([CH:37]1[CH2:41][CH2:40][CH2:39][S:38]1)[C:33]1[O:34][C:30]([CH3:29])=[CH:31][CH:32]=1)=[N+:16]=[N-:17], predict the reactants needed to synthesize it. The reactants are: C1(P([N:15]=[N+:16]=[N-:17])(C2C=CC=CC=2)=O)C=CC=CC=1.N12CCCN=C1CCCCC2.[CH3:29][C:30]1[O:34][C:33]([CH:35]([CH:37]2[CH2:41][CH2:40][CH2:39][S:38]2)O)=[CH:32][CH:31]=1.O. (4) Given the product [F:17][C:13]1[CH:12]=[C:11]([C:6]2[C:5]([C:3]([OH:4])=[O:2])=[C:9]([CH3:10])[O:8][N:7]=2)[CH:16]=[CH:15][CH:14]=1, predict the reactants needed to synthesize it. The reactants are: C[O:2][C:3]([C:5]1[C:6]([C:11]2[CH:16]=[CH:15][CH:14]=[C:13]([F:17])[CH:12]=2)=[N:7][O:8][C:9]=1[CH3:10])=[O:4].[OH-].[Na+]. (5) Given the product [O:1]1[CH:5]=[CH:4][CH:3]=[C:2]1[C:6]1[O:7][C:8]([CH3:36])=[C:9]([CH2:11][O:12][C:13]2[CH:33]=[CH:32][C:16]([CH2:17][O:18][C:19]3[C:23](/[CH:24]=[CH:37]\[P:46](=[O:53])([O:47][CH2:48][CH3:49])[O:50][CH2:51][CH3:52])=[CH:22][N:21]([C:26]4[CH:27]=[CH:28][CH:29]=[CH:30][CH:31]=4)[N:20]=3)=[CH:15][C:14]=2[O:34][CH3:35])[N:10]=1, predict the reactants needed to synthesize it. The reactants are: [O:1]1[CH:5]=[CH:4][CH:3]=[C:2]1[C:6]1[O:7][C:8]([CH3:36])=[C:9]([CH2:11][O:12][C:13]2[CH:33]=[CH:32][C:16]([CH2:17][O:18][C:19]3[C:23]([CH:24]=O)=[CH:22][N:21]([C:26]4[CH:31]=[CH:30][CH:29]=[CH:28][CH:27]=4)[N:20]=3)=[CH:15][C:14]=2[O:34][CH3:35])[N:10]=1.[CH2:37]([P:46](=[O:53])([O:50][CH2:51][CH3:52])[O:47][CH2:48][CH3:49])P(=O)(OCC)OCC.[H-].[Na+].Cl. (6) The reactants are: ClC1C=CC(C2C=CC(C#CC3CCCN3C(OC(C)(C)C)=O)=NC=2[C@@H](NC(=[O:45])CN2C3C(F)(F)[C@@H]4C[C@@H]4C=3C(C(F)(F)F)=N2)CC2C=C(F)C=C(F)C=2)=C2C=1C(NS(C)(=O)=O)=NN2C.[Cl:66][C:67]1[CH:75]=[CH:74][C:73]([C:76]2[C:77]([C@@H:93]([NH:103][C:104](=[O:121])[CH2:105][N:106]3[C:110]4[C:111]([F:116])([F:115])[C@@H:112]5[CH2:114][C@@H:113]5[C:109]=4[C:108]([C:117]([F:120])([F:119])[F:118])=[N:107]3)[CH2:94][C:95]3[CH:100]=[C:99]([F:101])[CH:98]=[C:97]([F:102])[CH:96]=3)=[N:78][C:79]([C:82]#[C:83][C:84]3([OH:92])[CH2:89][CH:88]([CH3:90])[O:87][CH:86](C)[CH2:85]3)=[CH:80][CH:81]=2)=[C:72]2[C:68]=1[C:69]([NH:123][S:124]([CH3:127])(=[O:126])=[O:125])=[N:70][N:71]2[CH3:122].ClC1N=C([C@@H](NC(=O)CN2C3C(F)(F)[C@@H]4C[C@@H]4C=3C(C(F)(F)F)=N2)CC2C=C(F)C=C(F)C=2)C(C2C=CC(Cl)=C3C=2N(C)N=C3NS(C)(=O)=O)=CC=1. Given the product [Cl:66][C:67]1[CH:75]=[CH:74][C:73]([C:76]2[C:77]([C@@H:93]([NH:103][C:104](=[O:121])[CH2:105][N:106]3[C:110]4[C:111]([F:116])([F:115])[C@@H:112]5[CH2:114][C@@H:113]5[C:109]=4[C:108]([C:117]([F:118])([F:120])[F:119])=[N:107]3)[CH2:94][C:95]3[CH:96]=[C:97]([F:102])[CH:98]=[C:99]([F:101])[CH:100]=3)=[N:78][C:79]([C:82]#[C:83][C:84]3([OH:92])[C@H:85]4[C@H:86]([O:87][CH2:88][CH2:90]4)[O:45][CH2:89]3)=[CH:80][CH:81]=2)=[C:72]2[C:68]=1[C:69]([NH:123][S:124]([CH3:127])(=[O:126])=[O:125])=[N:70][N:71]2[CH3:122], predict the reactants needed to synthesize it.